This data is from Forward reaction prediction with 1.9M reactions from USPTO patents (1976-2016). The task is: Predict the product of the given reaction. Given the reactants C([O:3][C:4](=[O:31])[CH2:5][CH:6]([N:10]1[C:14]2[CH:15]=[CH:16][CH:17]=[CH:18][C:13]=2[N:12]([CH2:19][C:20]2[CH:28]=[C:27]([Cl:29])[CH:26]=[C:25]3[C:21]=2[CH:22]=[CH:23][NH:24]3)[C:11]1=[O:30])[CH2:7][CH2:8][CH3:9])C.[C:32]([O-])([O-])=O.[K+].[K+].CI, predict the reaction product. The product is: [Cl:29][C:27]1[CH:26]=[C:25]2[C:21]([CH:22]=[CH:23][N:24]2[CH3:32])=[C:20]([CH2:19][N:12]2[C:13]3[CH:18]=[CH:17][CH:16]=[CH:15][C:14]=3[N:10]([CH:6]([CH2:7][CH2:8][CH3:9])[CH2:5][C:4]([OH:3])=[O:31])[C:11]2=[O:30])[CH:28]=1.